Dataset: NCI-60 drug combinations with 297,098 pairs across 59 cell lines. Task: Regression. Given two drug SMILES strings and cell line genomic features, predict the synergy score measuring deviation from expected non-interaction effect. (1) Drug 1: C1CC(=O)NC(=O)C1N2CC3=C(C2=O)C=CC=C3N. Drug 2: CC1=C2C(C(=O)C3(C(CC4C(C3C(C(C2(C)C)(CC1OC(=O)C(C(C5=CC=CC=C5)NC(=O)OC(C)(C)C)O)O)OC(=O)C6=CC=CC=C6)(CO4)OC(=O)C)O)C)O. Cell line: HT29. Synergy scores: CSS=37.3, Synergy_ZIP=-1.79, Synergy_Bliss=0.367, Synergy_Loewe=-50.4, Synergy_HSA=0.721. (2) Drug 1: C1CCC(C1)C(CC#N)N2C=C(C=N2)C3=C4C=CNC4=NC=N3. Drug 2: CC1=C(N=C(N=C1N)C(CC(=O)N)NCC(C(=O)N)N)C(=O)NC(C(C2=CN=CN2)OC3C(C(C(C(O3)CO)O)O)OC4C(C(C(C(O4)CO)O)OC(=O)N)O)C(=O)NC(C)C(C(C)C(=O)NC(C(C)O)C(=O)NCCC5=NC(=CS5)C6=NC(=CS6)C(=O)NCCC[S+](C)C)O. Cell line: K-562. Synergy scores: CSS=5.00, Synergy_ZIP=-3.53, Synergy_Bliss=0.296, Synergy_Loewe=-4.50, Synergy_HSA=-3.23.